This data is from Forward reaction prediction with 1.9M reactions from USPTO patents (1976-2016). The task is: Predict the product of the given reaction. (1) Given the reactants Cl.[Cl:2][C:3]1[CH:8]=[CH:7][CH:6]=[C:5]([Cl:9])[C:4]=1[NH:10][C:11]1[NH:12][C:13]2[CH:19]=[C:18]([O:20]C)[CH:17]=[CH:16][C:14]=2[N:15]=1.[BrH:22], predict the reaction product. The product is: [BrH:22].[Cl:2][C:3]1[CH:8]=[CH:7][CH:6]=[C:5]([Cl:9])[C:4]=1[NH:10][C:11]1[NH:12][C:13]2[CH:19]=[C:18]([OH:20])[CH:17]=[CH:16][C:14]=2[N:15]=1. (2) Given the reactants [NH2:1][C:2]1[CH:6]=[CH:5][NH:4][N:3]=1.[CH:7](=O)[CH2:8][CH:9]([CH3:11])[CH3:10].C(O)(=O)C.[BH4-].[Na+].[OH-].[Na+], predict the reaction product. The product is: [CH3:10][CH:9]([CH3:11])[CH2:8][CH2:7][NH:1][C:2]1[NH:3][N:4]=[CH:5][CH:6]=1. (3) Given the reactants [Cl:1][C:2]1[CH:18]=[CH:17][C:5]([CH2:6][O:7][C:8]2[CH:9]=[C:10]([CH:14]=[CH:15][CH:16]=2)[C:11]([OH:13])=O)=[CH:4][CH:3]=1.S(Cl)(Cl)=O.[NH2:23][C:24]1[CH:29]=[CH:28][CH:27]=[CH:26][C:25]=1[S:30]([NH2:33])(=[O:32])=[O:31], predict the reaction product. The product is: [Cl:1][C:2]1[CH:3]=[CH:4][C:5]([CH2:6][O:7][C:8]2[CH:9]=[C:10]([CH:14]=[CH:15][CH:16]=2)[C:11]([NH:23][C:24]2[CH:29]=[CH:28][CH:27]=[CH:26][C:25]=2[S:30](=[O:32])(=[O:31])[NH2:33])=[O:13])=[CH:17][CH:18]=1. (4) Given the reactants [F:1][C:2]1[C:3]([NH:20][C:21]2[CH:26]=[CH:25][C:24]([I:27])=[CH:23][C:22]=2[F:28])=[C:4]([CH:12]=[C:13]([CH2:16][NH:17][O:18][CH3:19])[C:14]=1[F:15])[C:5]([NH:7][O:8][CH2:9][CH2:10][OH:11])=[O:6].[C:29](ON1C(=O)C2C=CC=CC=2N=N1)(=[O:33])[CH:30]([CH3:32])[CH3:31].C(O)(=O)C(C)C, predict the reaction product. The product is: [F:1][C:2]1[C:3]([NH:20][C:21]2[CH:26]=[CH:25][C:24]([I:27])=[CH:23][C:22]=2[F:28])=[C:4]([CH:12]=[C:13]([CH2:16][N:17]([C:29](=[O:33])[CH:30]([CH3:32])[CH3:31])[O:18][CH3:19])[C:14]=1[F:15])[C:5]([NH:7][O:8][CH2:9][CH2:10][OH:11])=[O:6]. (5) Given the reactants C([O-])(O)=O.[Na+].[CH:19]1[C:18](SS[C:14]2[CH:19]=[CH:18][C:17]([N+]([O-])=O)=[C:16]([C:23](O)=O)[CH:15]=2)=[CH:17][C:16]([C:23](O)=O)=[C:15]([N+]([O-])=O)[CH:14]=1.O=[C:33]1O[C@H:38]([C@H:40]([CH2:42]O)O)[C:36]([O-])=[C:34]1O.Cl.Cl.[NH2:53][CH2:52][CH2:51][S:50][S:50][CH2:51][CH2:52][NH2:53], predict the reaction product. The product is: [C:23]([S:50][CH2:51][CH2:52][NH2:53])([C:16]1[CH:15]=[CH:14][CH:19]=[CH:18][CH:17]=1)([C:19]1[CH:18]=[CH:17][CH:16]=[CH:15][CH:14]=1)[C:33]1[CH:42]=[CH:40][CH:38]=[CH:36][CH:34]=1. (6) Given the reactants [CH3:1][O:2][C:3]1[C:8]([N:9]2[CH2:17][C@@H:16]3[C@@H:11]([CH2:12][CH2:13][CH2:14][NH:15]3)[CH2:10]2)=[C:7]([F:18])[CH:6]=[C:5]2[C:19]([C:21]([C:27]([OH:29])=[O:28])=[CH:22][N:23]([CH:24]3[CH2:26][CH2:25]3)[C:4]=12)=[O:20].[C:30]([P:38](=[O:43])([O:41][CH3:42])[O:39][CH3:40])([P:32](=[O:37])([O:35][CH3:36])[O:33][CH3:34])=[CH2:31], predict the reaction product. The product is: [CH3:40][O:39][P:38]([CH:30]([P:32]([O:33][CH3:34])([O:35][CH3:36])=[O:37])[CH2:31][N:15]1[CH2:14][CH2:13][CH2:12][C@H:11]2[CH2:10][N:9]([C:8]3[C:3]([O:2][CH3:1])=[C:4]4[C:5]([C:19](=[O:20])[C:21]([C:27]([OH:29])=[O:28])=[CH:22][N:23]4[CH:24]4[CH2:26][CH2:25]4)=[CH:6][C:7]=3[F:18])[CH2:17][C@@H:16]12)([O:41][CH3:42])=[O:43]. (7) Given the reactants [N:1]1([C:6]2[CH:14]=[CH:13][CH:12]=[CH:11][C:7]=2[C:8]([NH2:10])=[S:9])[CH:5]=[CH:4][CH:3]=[CH:2]1.[Cl-].[Br:16][C:17]1[CH:18]=[CH:19][C:20]([F:29])=[C:21]([CH:28]=1)[CH:22]=[N+:23]1[CH2:27][CH2:26][CH2:25][CH2:24]1.BrC1C=CC(F)=C(C=1)C=O.N1CCCC1, predict the reaction product. The product is: [Br:16][C:17]1[CH:18]=[CH:19][C:20]([F:29])=[C:21]([CH:22]([N:23]2[CH2:27][CH2:26][CH2:25][CH2:24]2)[C:5]2[N:1]([C:6]3[CH:14]=[CH:13][CH:12]=[CH:11][C:7]=3[C:8]([NH2:10])=[S:9])[CH:2]=[CH:3][CH:4]=2)[CH:28]=1. (8) Given the reactants [CH2:1]([N:8]1[C:13](=[O:14])[C:12]2[C:15]([CH3:18])=[N:16][S:17][C:11]=2[N:10]=[C:9]1[CH:19]([NH:23][CH2:24][CH2:25][CH:26]1[O:30][CH2:29][CH2:28][O:27]1)[CH:20]([CH3:22])[CH3:21])[C:2]1[CH:7]=[CH:6][CH:5]=[CH:4][CH:3]=1.[Br:31][C:32]1[CH:40]=[CH:39][C:35]([C:36](Cl)=[O:37])=[CH:34][CH:33]=1, predict the reaction product. The product is: [CH2:1]([N:8]1[C:13](=[O:14])[C:12]2[C:15]([CH3:18])=[N:16][S:17][C:11]=2[N:10]=[C:9]1[CH:19]([N:23]([CH2:24][CH2:25][CH:26]1[O:27][CH2:28][CH2:29][O:30]1)[C:36](=[O:37])[C:35]1[CH:39]=[CH:40][C:32]([Br:31])=[CH:33][CH:34]=1)[CH:20]([CH3:22])[CH3:21])[C:2]1[CH:7]=[CH:6][CH:5]=[CH:4][CH:3]=1. (9) Given the reactants [C:1](=O)([O-])[O-].[Cs+].[Cs+].CI.[NH2:9][C:10]1[CH:15]=[CH:14][C:13]([C:16]([C:18]2[N:22]3[CH:23]=[CH:24][CH:25]=[C:26]([OH:27])[C:21]3=[CH:20][N:19]=2)=[O:17])=[CH:12][C:11]=1[O:28][CH3:29].C(=O)([O-])O.[Na+], predict the reaction product. The product is: [NH2:9][C:10]1[CH:15]=[CH:14][C:13]([C:16]([C:18]2[N:22]3[CH:23]=[CH:24][CH:25]=[C:26]([O:27][CH3:1])[C:21]3=[CH:20][N:19]=2)=[O:17])=[CH:12][C:11]=1[O:28][CH3:29]. (10) The product is: [CH3:21][O:20][C:17]1[CH:18]=[C:19]2[C:14](=[CH:15][CH:16]=1)[NH:13][C:12]([C:22](=[O:23])[NH:28][CH3:25])=[C:11]2[CH2:10][CH2:9][NH:8][C:6](=[O:7])[O:5][C:1]([CH3:4])([CH3:2])[CH3:3]. Given the reactants [C:1]([O:5][C:6]([NH:8][CH2:9][CH2:10][C:11]1[C:19]2[C:14](=[CH:15][CH:16]=[C:17]([O:20][CH3:21])[CH:18]=2)[NH:13][C:12]=1[C:22](O)=[O:23])=[O:7])([CH3:4])([CH3:3])[CH3:2].[CH:25]([N:28](C(C)C)CC)(C)C.Cl.CN.F[P-](F)(F)(F)(F)F.N1(OC(N(C)C)=[N+](C)C)C2N=CC=CC=2N=N1, predict the reaction product.